From a dataset of Reaction yield outcomes from USPTO patents with 853,638 reactions. Predict the reaction yield, written as a fraction of the theoretical maximum amount of product (1.0 means a 100% yield; for example, 0.34 means a 34% yield). (1) The catalyst is O. The reactants are C[O:2][C:3](=[O:23])[C:4]1[CH:9]=[CH:8][C:7]([NH:10][C:11]([NH:13][C:14]2[CH:19]=[N:18][C:17]([CH3:20])=[CH:16][N:15]=2)=[O:12])=[C:6]([O:21][CH3:22])[CH:5]=1.CO.O.[OH-].[Li+]. The yield is 0.880. The product is [CH3:22][O:21][C:6]1[CH:5]=[C:4]([CH:9]=[CH:8][C:7]=1[NH:10][C:11]([NH:13][C:14]1[CH:19]=[N:18][C:17]([CH3:20])=[CH:16][N:15]=1)=[O:12])[C:3]([OH:23])=[O:2]. (2) The reactants are [F:1][C:2]1[CH:7]=[CH:6][C:5]([NH:8][C:9](=[O:14])[CH2:10][C:11]([OH:13])=O)=[CH:4][CH:3]=1.C(N(CC)CC)C.[NH2:22][C:23]1[CH:28]=[CH:27][C:26]([OH:29])=[C:25]([F:30])[CH:24]=1.CN([P+](ON1N=NC2C=CC=CC1=2)(N(C)C)N(C)C)C.F[P-](F)(F)(F)(F)F. The catalyst is CN(C)C=O. The product is [F:30][C:25]1[CH:24]=[C:23]([NH:22][C:11](=[O:13])[CH2:10][C:9]([NH:8][C:5]2[CH:4]=[CH:3][C:2]([F:1])=[CH:7][CH:6]=2)=[O:14])[CH:28]=[CH:27][C:26]=1[OH:29]. The yield is 0.690. (3) The reactants are [Cl:1][C:2]1[CH:7]=[CH:6][CH:5]=[CH:4][C:3]=1[Mg]Br.[CH2:10]([N:12]([CH2:34][CH3:35])[C@H:13]1[CH2:16][C@H:15]([CH2:17][N:18]2[C:26]3[C:21](=[C:22]([C:28]([F:31])([F:30])[F:29])[CH:23]=[C:24]([I:27])[CH:25]=3)[C:20](=[O:32])[C:19]2=[O:33])[CH2:14]1)[CH3:11]. The product is [Cl:1][C:2]1[CH:7]=[CH:6][CH:5]=[CH:4][C:3]=1[C:20]1([OH:32])[C:21]2[C:26](=[CH:25][C:24]([I:27])=[CH:23][C:22]=2[C:28]([F:30])([F:31])[F:29])[N:18]([CH2:17][C@H:15]2[CH2:14][C@H:13]([N:12]([CH2:10][CH3:11])[CH2:34][CH3:35])[CH2:16]2)[C:19]1=[O:33]. No catalyst specified. The yield is 0.740. (4) The reactants are [OH:1][CH:2]([C:5]1[CH:10]=[CH:9][C:8]([C:11]([F:14])([F:13])[F:12])=[CH:7][CH:6]=1)[CH2:3][OH:4].C(N(CC)CC)C.[CH:22]([Si:25](Cl)([CH:29]([CH3:31])[CH3:30])[CH:26]([CH3:28])[CH3:27])([CH3:24])[CH3:23].O. The catalyst is CN(C)C=O.C(OCC)(=O)C. The product is [OH:1][CH:2]([C:5]1[CH:6]=[CH:7][C:8]([C:11]([F:12])([F:13])[F:14])=[CH:9][CH:10]=1)[CH2:3][O:4][Si:25]([CH:29]([CH3:31])[CH3:30])([CH:26]([CH3:28])[CH3:27])[CH:22]([CH3:24])[CH3:23]. The yield is 0.820.